Dataset: Full USPTO retrosynthesis dataset with 1.9M reactions from patents (1976-2016). Task: Predict the reactants needed to synthesize the given product. (1) Given the product [Cl:13][C:9]1[N:8]=[CH:7][N:6]=[C:3]2[NH:4][N:5]=[CH:1][C:2]=12, predict the reactants needed to synthesize it. The reactants are: [CH:1]1[C:2]2[C:9](=O)[NH:8][CH:7]=[N:6][C:3]=2[NH:4][N:5]=1.P(Cl)(Cl)([Cl:13])=O.C(N(C(C)C)CC)(C)C. (2) Given the product [CH3:13][C@@H:9]1[C:8]2([O:17][CH2:16][CH2:15][O:14]2)[CH2:7][CH2:6][C@@:5]2([C:18]3[CH:19]=[CH:20][CH:21]=[CH:22][CH:23]=3)[C@H:10]1[CH2:11][CH2:12][C:3]1[CH:2]=[N:39][C:32]([C:33]3[CH:38]=[CH:37][N:36]=[CH:35][CH:34]=3)=[N:40][C:4]=12, predict the reactants needed to synthesize it. The reactants are: O/[CH:2]=[C:3]1\[C:4](=O)[C@:5]2([C:18]3[CH:23]=[CH:22][CH:21]=[CH:20][CH:19]=3)[C@@H:10]([CH2:11][CH2:12]\1)[C@H:9]([CH3:13])[C:8]1([O:17][CH2:16][CH2:15][O:14]1)[CH2:7][CH2:6]2.N1CCCCC1.Cl.[C:32](=[NH:40])([NH2:39])[C:33]1[CH:38]=[CH:37][N:36]=[CH:35][CH:34]=1. (3) Given the product [CH2:1]([O:3][C:4]([C:6]1([CH2:23][CH3:24])[CH2:11][CH2:10][CH2:9][N:8]([CH2:12][CH:13]2[O:18][C:17]3[CH:19]=[CH:20][CH:21]=[CH:22][C:16]=3[O:15][CH2:14]2)[CH2:7]1)=[O:5])[CH3:2], predict the reactants needed to synthesize it. The reactants are: [CH2:1]([O:3][C:4]([C:6]1([CH3:23])[CH2:11][CH2:10][CH2:9][N:8]([CH2:12][CH:13]2[O:18][C:17]3[CH:19]=[CH:20][CH:21]=[CH:22][C:16]=3[O:15][CH2:14]2)[CH2:7]1)=[O:5])[CH3:2].[CH2:24](I)C. (4) Given the product [Cl:19][C:13]1[CH:14]=[C:15]([Cl:18])[CH:16]=[CH:17][C:12]=1[C:10]1[C:9]([C:20]2[NH:21][CH:22]=[CH:23][N:24]=2)=[CH:8][N:7]=[C:6]([N:21]([CH3:20])[CH2:22][CH2:23][NH:24][C:26]2[CH:31]=[CH:30][C:29]([C:32]#[N:33])=[CH:28][N:27]=2)[N:11]=1, predict the reactants needed to synthesize it. The reactants are: NCCNC[C:6]1[N:11]=[C:10]([C:12]2[CH:17]=[CH:16][C:15]([Cl:18])=[CH:14][C:13]=2[Cl:19])[C:9]([C:20]2[NH:21][CH:22]=[CH:23][N:24]=2)=[CH:8][N:7]=1.Cl[C:26]1[CH:31]=[CH:30][C:29]([C:32]#[N:33])=[CH:28][N:27]=1. (5) Given the product [CH3:3][O:4][C:5](=[O:6])[CH2:7][CH:24]1[CH2:25][CH2:26][N:21]([C:19]([O:18][C:14]([CH3:17])([CH3:16])[CH3:15])=[O:20])[CH2:22][CH2:23]1, predict the reactants needed to synthesize it. The reactants are: [H-].[Na+].[CH3:3][O:4][C:5]([CH2:7]P(OC)(OC)=O)=[O:6].[C:14]([O:18][C:19]([N:21]1[CH2:26][CH2:25][C:24](=O)[CH2:23][CH2:22]1)=[O:20])([CH3:17])([CH3:16])[CH3:15]. (6) Given the product [NH2:1][CH2:2][C@@H:3]([C:15]([O:17][C:9]([CH3:14])([CH3:10])[CH3:8])=[O:16])[NH:4][C:5]([O:7][CH2:8][C:9]1[CH:14]=[CH:13][CH:12]=[CH:11][CH:10]=1)=[O:6], predict the reactants needed to synthesize it. The reactants are: [NH2:1][CH2:2][C@@H:3]([C:15]([OH:17])=[O:16])[NH:4][C:5]([O:7][CH2:8][C:9]1[CH:14]=[CH:13][CH:12]=[CH:11][CH:10]=1)=[O:6]. (7) Given the product [OH:11][B:9]1[C:8]2[CH:12]=[C:13]([OH:19])[CH:14]=[C:15]([CH2:16][O:17][CH3:18])[C:7]=2[CH:6]([CH2:5][C:4]([OH:20])=[O:3])[O:10]1, predict the reactants needed to synthesize it. The reactants are: C([O:3][C:4](=[O:20])[CH2:5][CH:6]1[O:10][B:9]([OH:11])[C:8]2[CH:12]=[C:13]([OH:19])[CH:14]=[C:15]([CH2:16][O:17][CH3:18])[C:7]1=2)C.[Li+].[OH-].Cl. (8) Given the product [ClH:65].[ClH:39].[NH2:1][C:2]1[N:7]=[C:6]([NH:8][C:9]2[CH:10]=[C:11]([CH:35]=[CH:36][CH:37]=2)[C:12]([NH:14][C:15]2[CH:16]=[CH:17][C:18]([NH:21][C:22]3[C:31]4[C:26](=[CH:27][CH:28]=[C:29]([N+:32]([O-:34])=[O:33])[CH:30]=4)[N:25]=[CH:24][CH:23]=3)=[CH:19][CH:20]=2)=[O:13])[CH:5]=[C:4]([NH2:40])[N:3]=1, predict the reactants needed to synthesize it. The reactants are: [NH2:1][C:2]1[N:7]=[C:6]([NH:8][C:9]2[CH:10]=[C:11]([CH:35]=[CH:36][CH:37]=2)[C:12]([NH:14][C:15]2[CH:20]=[CH:19][C:18]([NH:21][C:22]3[C:31]4[C:26](=[CH:27][CH:28]=[C:29]([N+:32]([O-:34])=[O:33])[CH:30]=4)[N:25]=[CH:24][CH:23]=3)=[CH:17][CH:16]=2)=[O:13])[CH:5]=[C:4](C)[N:3]=1.[ClH:39].[NH2:40]C1N=C(NC2C=C(C=CC=2)C(NC2C=CC(N)=CC=2)=O)C=C(C)N=1.[Cl:65]C1C2C(=CC=C([N+]([O-])=O)C=2)N=CC=1.Cl. (9) Given the product [Cl:1][C:2]1[CH:7]=[CH:6][C:5]([CH:8]([C:20]2[CH:25]=[CH:24][CH:23]=[C:22]([S:26]([CH3:29])(=[O:28])=[O:27])[CH:21]=2)[CH2:9]/[C:10](/[C:12]2[CH:13]=[CH:14][C:15](=[O:19])[N:16]([CH3:18])[CH:17]=2)=[N:32]\[OH:33])=[C:4]([F:30])[CH:3]=1, predict the reactants needed to synthesize it. The reactants are: [Cl:1][C:2]1[CH:7]=[CH:6][C:5]([CH:8]([C:20]2[CH:25]=[CH:24][CH:23]=[C:22]([S:26]([CH3:29])(=[O:28])=[O:27])[CH:21]=2)[CH2:9][C:10]([C:12]2[CH:13]=[CH:14][C:15](=[O:19])[N:16]([CH3:18])[CH:17]=2)=O)=[C:4]([F:30])[CH:3]=1.Cl.[NH2:32][OH:33].C(=O)([O-])O.[Na+].